Dataset: Retrosynthesis with 50K atom-mapped reactions and 10 reaction types from USPTO. Task: Predict the reactants needed to synthesize the given product. (1) Given the product COc1ccc(Oc2ccnc(Nc3nc(C)cs3)c2)cc1, predict the reactants needed to synthesize it. The reactants are: COc1ccc(Oc2ccnc(Cl)c2)cc1.Cc1csc(N)n1. (2) Given the product Cc1cccc2c1c(Cn1c(=O)n(C3CCCC3C(=O)O)c3ccccc31)cn2C, predict the reactants needed to synthesize it. The reactants are: Cc1cccc2c1c(Cn1c(=O)n(C3=C(C(=O)O)CCC3)c3ccccc31)cn2C. (3) Given the product CN(Cc1cccc(C(=O)N2CC(=O)Nc3ccccc32)c1)C(=O)OC(C)(C)C, predict the reactants needed to synthesize it. The reactants are: CN(Cc1cccc(C(=O)O)c1)C(=O)OC(C)(C)C.O=C1CNc2ccccc2N1. (4) Given the product Cc1ccccc1C(=O)c1ccc(N(C(=O)OC(C)OC(=O)c2ccccn2)c2ccc(F)cc2C)cc1Cl, predict the reactants needed to synthesize it. The reactants are: CCC(=O)OC(C)OC(=O)N(c1ccc(C(=O)c2ccccc2C)c(Cl)c1)c1ccc(F)cc1C.O=C([O-])c1ccccn1. (5) Given the product CCOC(=O)C=CC(NC)C(c1ccccc1)c1ccccc1, predict the reactants needed to synthesize it. The reactants are: CCOC(=O)C=CC(C(c1ccccc1)c1ccccc1)N(C)C(=O)OC(C)(C)C. (6) Given the product Cc1cc(F)ccc1-c1nc2ccc(C(=O)O)cc2nc1N(C)C(C)C, predict the reactants needed to synthesize it. The reactants are: COC(=O)c1ccc2nc(-c3ccc(F)cc3C)c(N(C)C(C)C)nc2c1. (7) The reactants are: Nc1cc(-c2cc3ccccc3s2)c2[nH]ncc2c1.O=C1COc2ccc(S(=O)(=O)Cl)cc2N1. Given the product O=C1COc2ccc(S(=O)(=O)Nc3cc(-c4cc5ccccc5s4)c4[nH]ncc4c3)cc2N1, predict the reactants needed to synthesize it. (8) Given the product CN(C)CCNC(=O)Cn1cc(C(=O)N2CCC(c3ccccc3OC(F)(F)F)CC2)c2ccc(Cl)cc21, predict the reactants needed to synthesize it. The reactants are: CN(C)CCN.O=C(O)Cn1cc(C(=O)N2CCC(c3ccccc3OC(F)(F)F)CC2)c2ccc(Cl)cc21. (9) The reactants are: CC(=O)O.CC(C)C1CN(c2ccc(N)nn2)CCN1C(=S)Nc1cccc2ncccc12. Given the product CC(=O)Nc1ccc(N2CCN(C(=S)Nc3cccc4ncccc34)C(C(C)C)C2)nn1, predict the reactants needed to synthesize it. (10) The reactants are: O=C(O)Cc1cn(CC2CC2)c2ccc(Br)cc12.OB(O)c1cccs1. Given the product O=C(O)Cc1cn(CC2CC2)c2ccc(-c3cccs3)cc12, predict the reactants needed to synthesize it.